This data is from Catalyst prediction with 721,799 reactions and 888 catalyst types from USPTO. The task is: Predict which catalyst facilitates the given reaction. Reactant: [CH2:1](Br)[C:2]1[CH:7]=[CH:6][CH:5]=[CH:4][CH:3]=1.[OH:9][CH2:10][C@H:11]1[CH2:13][C@@H:12]1[CH2:14][C:15]([OH:17])=[O:16].C(=O)([O-])[O-].[K+].[K+].CN(C=O)C. Product: [OH:9][CH2:10][C@H:11]1[CH2:13][C@@H:12]1[CH2:14][C:15]([O:17][CH2:1][C:2]1[CH:7]=[CH:6][CH:5]=[CH:4][CH:3]=1)=[O:16]. The catalyst class is: 6.